Predict the reaction yield, written as a fraction of the theoretical maximum amount of product (1.0 means a 100% yield; for example, 0.34 means a 34% yield). From a dataset of Reaction yield outcomes from USPTO patents with 853,638 reactions. (1) The reactants are [F:1][C:2]1[CH:7]=[CH:6][CH:5]=[C:4]([F:8])[C:3]=1[N:9]1[C:14]2[N:15]=[C:16](S(C)=O)[N:17]=[C:18]([C:19]3[CH:20]=[C:21]([CH:32]=[CH:33][C:34]=3[CH3:35])[C:22]([NH:24][C:25]3[CH:30]=[CH:29][C:28]([F:31])=[CH:27][CH:26]=3)=[O:23])[C:13]=2[CH2:12][NH:11][C:10]1=[O:39].[CH2:40]([N:44]([CH2:49][CH2:50][CH2:51][CH3:52])[CH2:45][CH2:46][CH2:47][NH2:48])[CH2:41][CH2:42][CH3:43]. The catalyst is C1COCC1. The product is [CH2:40]([N:44]([CH2:49][CH2:50][CH2:51][CH3:52])[CH2:45][CH2:46][CH2:47][NH:48][C:16]1[N:17]=[C:18]([C:19]2[CH:20]=[C:21]([CH:32]=[CH:33][C:34]=2[CH3:35])[C:22]([NH:24][C:25]2[CH:30]=[CH:29][C:28]([F:31])=[CH:27][CH:26]=2)=[O:23])[C:13]2[CH2:12][NH:11][C:10](=[O:39])[N:9]([C:3]3[C:2]([F:1])=[CH:7][CH:6]=[CH:5][C:4]=3[F:8])[C:14]=2[N:15]=1)[CH2:41][CH2:42][CH3:43]. The yield is 0.660. (2) The reactants are COC([C:5]1[C:6]([C:17]2[CH:25]=[CH:24][C:20]3[O:21][CH2:22][O:23][C:19]=3[CH:18]=2)(C#N)[C:7]2[C:12]([C:13]=1N)=[CH:11][CH:10]=[CH:9][CH:8]=2)=O.S(=O)(=O)(O)[OH:27].[C:31]([OH:34])(=[O:33])C. No catalyst specified. The product is [O:21]1[C:20]2[CH:24]=[CH:25][C:17]([C:6]3([C:31]([OH:34])=[O:33])[C:7]4[C:12](=[CH:11][CH:10]=[CH:9][CH:8]=4)[C:13](=[O:27])[CH2:5]3)=[CH:18][C:19]=2[O:23][CH2:22]1. The yield is 0.800. (3) The reactants are Cl[C:2]1[C:7]([C:8]([O:10][CH2:11][CH3:12])=[O:9])=[CH:6][N:5]=[C:4]([S:13][CH3:14])[N:3]=1.[NH2:15][C@@H:16]1[CH2:21][CH2:20][CH2:19][C@H:18]([OH:22])[CH2:17]1.CCN(C(C)C)C(C)C. The catalyst is C(O)C. The product is [OH:22][C@H:18]1[CH2:19][CH2:20][CH2:21][C@@H:16]([NH:15][C:2]2[C:7]([C:8]([O:10][CH2:11][CH3:12])=[O:9])=[CH:6][N:5]=[C:4]([S:13][CH3:14])[N:3]=2)[CH2:17]1. The yield is 0.850. (4) The yield is 0.960. The product is [NH2:8][C:9]1[CH:10]=[C:11]2[C:16](=[CH:17][N:18]=1)[C:15]([N:19]1[C:27](=[O:28])[C:26]3[C:21](=[CH:22][CH:23]=[CH:24][CH:25]=3)[C:20]1=[O:29])=[N:14][CH:13]=[CH:12]2. The reactants are COC1C=CC(C[N:8](CC2C=CC(OC)=CC=2)[C:9]2[CH:10]=[C:11]3[C:16](=[CH:17][N:18]=2)[C:15]([N:19]2[C:27](=[O:28])[C:26]4[C:21](=[CH:22][CH:23]=[CH:24][CH:25]=4)[C:20]2=[O:29])=[N:14][CH:13]=[CH:12]3)=CC=1.FC(F)(F)C(O)=O. The catalyst is ClCCl. (5) The reactants are [Cl:1][C:2]1[C:3]2[CH:26]=[C:25]([CH3:27])[CH:24]=[CH:23][C:4]=2[S:5][C:6]=1[C:7]1[CH:12]=[CH:11][C:10]([C:13]2[CH:18]=[CH:17][CH:16]=[CH:15][CH:14]=2)=[C:9]([C:19]([F:22])([F:21])[F:20])[CH:8]=1.C1C(=O)N([Br:35])C(=O)C1.CC(N=NC(C#N)(C)C)(C#N)C. The catalyst is C(Cl)(Cl)(Cl)Cl. The product is [Br:35][CH2:27][C:25]1[CH:24]=[CH:23][C:4]2[S:5][C:6]([C:7]3[CH:12]=[CH:11][C:10]([C:13]4[CH:14]=[CH:15][CH:16]=[CH:17][CH:18]=4)=[C:9]([C:19]([F:22])([F:21])[F:20])[CH:8]=3)=[C:2]([Cl:1])[C:3]=2[CH:26]=1. The yield is 0.380.